From a dataset of Catalyst prediction with 721,799 reactions and 888 catalyst types from USPTO. Predict which catalyst facilitates the given reaction. (1) Reactant: Cl[C:2]1[N:10]=[C:9]([C:11]([F:14])([F:13])[F:12])[CH:8]=[CH:7][C:3]=1[C:4]([OH:6])=[O:5].COC1C=C(OC)C=CC=1C[NH2:26].C(O)(C(F)(F)F)=O. The catalyst class is: 33. Product: [NH2:26][C:2]1[N:10]=[C:9]([C:11]([F:14])([F:13])[F:12])[CH:8]=[CH:7][C:3]=1[C:4]([OH:6])=[O:5]. (2) Reactant: C[Si]([Br:5])(C)C.[Cl:6][C:7]1[CH:8]=[C:9]([CH:12]=[C:13]([Cl:25])[C:14]=1[C:15]1[S:16][C:17]2[C:18](Cl)=[N:19][CH:20]=[CH:21][C:22]=2[N:23]=1)[C:10]#[N:11].C(=O)([O-])[O-].[K+].[K+].C(Cl)Cl. Product: [Br:5][C:18]1[C:17]2[S:16][C:15]([C:14]3[C:7]([Cl:6])=[CH:8][C:9]([C:10]#[N:11])=[CH:12][C:13]=3[Cl:25])=[N:23][C:22]=2[CH:21]=[CH:20][N:19]=1. The catalyst class is: 397.